From a dataset of Catalyst prediction with 721,799 reactions and 888 catalyst types from USPTO. Predict which catalyst facilitates the given reaction. (1) Reactant: [BH4-].[Na+].[F:3][C:4]1[CH:5]=[C:6]([CH3:12])[C:7]([CH:10]=[O:11])=[N:8][CH:9]=1. Product: [F:3][C:4]1[CH:5]=[C:6]([CH3:12])[C:7]([CH2:10][OH:11])=[N:8][CH:9]=1. The catalyst class is: 14. (2) Reactant: [I:1][C:2]1[C:7]([O:8][CH3:9])=[CH:6][CH:5]=[CH:4][C:3]=1[OH:10].[H-].[Na+].Cl[CH2:14][C:15]([CH3:17])=[CH2:16].O. Product: [I:1][C:2]1[C:3]([O:10][CH2:16][C:15]([CH3:17])=[CH2:14])=[CH:4][CH:5]=[CH:6][C:7]=1[O:8][CH3:9]. The catalyst class is: 3. (3) Reactant: [OH:1][CH:2]1[CH:7]2[CH2:8][CH2:9][N:4]([CH2:5][CH2:6]2)[CH2:3]1.CC(C)([O-])C.[K+].I[C:17]1[N:22]=[CH:21][C:20]([Br:23])=[CH:19][N:18]=1.O. Product: [Br:23][C:20]1[CH:19]=[N:18][C:17]([O:1][CH:2]2[CH:7]3[CH2:8][CH2:9][N:4]([CH2:5][CH2:6]3)[CH2:3]2)=[N:22][CH:21]=1. The catalyst class is: 7. (4) Reactant: [N:1]1([C:7]2[N:14]=[CH:13][CH:12]=[CH:11][C:8]=2[C:9]#[N:10])[CH2:6][CH2:5][NH:4][CH2:3][CH2:2]1.Cl[C:16]1[CH:21]=[C:20]([NH:22][CH:23]2[CH2:25][CH2:24]2)[N:19]2[N:26]=[CH:27][C:28]([CH:29]=[O:30])=[C:18]2[N:17]=1.C(=O)([O-])[O-].[K+].[K+]. Product: [CH:23]1([NH:22][C:20]2[N:19]3[N:26]=[CH:27][C:28]([CH:29]=[O:30])=[C:18]3[N:17]=[C:16]([N:4]3[CH2:3][CH2:2][N:1]([C:7]4[N:14]=[CH:13][CH:12]=[CH:11][C:8]=4[C:9]#[N:10])[CH2:6][CH2:5]3)[CH:21]=2)[CH2:24][CH2:25]1. The catalyst class is: 3. (5) Reactant: [CH2:1]([SH:4])[CH2:2][CH3:3].C(N(CC)CC)C.[CH2:12]([Sn:16](Cl)([CH2:21][CH2:22][CH2:23][CH3:24])[CH2:17][CH2:18][CH2:19][CH3:20])[CH2:13][CH2:14][CH3:15]. Product: [CH2:21]([Sn:16]([CH2:12][CH2:13][CH2:14][CH3:15])([CH2:17][CH2:18][CH2:19][CH3:20])[S:4][CH2:1][CH2:2][CH3:3])[CH2:22][CH2:23][CH3:24]. The catalyst class is: 53.